Dataset: Forward reaction prediction with 1.9M reactions from USPTO patents (1976-2016). Task: Predict the product of the given reaction. (1) The product is: [I-:15].[CH2:13]([N+:8]1([CH:3]2[CH2:4][CH2:5][CH2:6][CH2:7][CH:2]2[CH3:1])[CH2:12][CH2:11][CH2:10][CH2:9]1)[CH3:14]. Given the reactants [CH3:1][CH:2]1[CH2:7][CH2:6][CH2:5][CH2:4][CH:3]1[N:8]1[CH2:12][CH2:11][CH2:10][CH2:9]1.[CH2:13]([I:15])[CH3:14], predict the reaction product. (2) Given the reactants [CH2:1]([O:8][C:9]([NH:11][C:12]([NH2:14])=[NH:13])=[O:10])[C:2]1[CH:7]=[CH:6][CH:5]=[CH:4][CH:3]=1.C(N(CC)CC)C.Cl[CH2:23][C:24](=O)[CH3:25], predict the reaction product. The product is: [NH2:13][C:12]1[N:11]([C:9]([O:8][CH2:1][C:2]2[CH:3]=[CH:4][CH:5]=[CH:6][CH:7]=2)=[O:10])[CH:23]=[C:24]([CH3:25])[N:14]=1. (3) Given the reactants [NH2:1][C:2]1[CH:31]=[CH:30][C:5]([CH2:6][C:7]2[NH:15][C:14]3[C:13](=[O:16])[N:12]([CH2:17][C:18]4[CH:23]=[CH:22][CH:21]=[CH:20][C:19]=4[F:24])[C:11](=[O:25])[N:10]([CH2:26][CH2:27][CH2:28][CH3:29])[C:9]=3[N:8]=2)=[CH:4][CH:3]=1.[CH3:32][O:33][C:34]1[CH:39]=[CH:38][C:37]([CH3:40])=[CH:36][C:35]=1[S:41](Cl)(=[O:43])=[O:42], predict the reaction product. The product is: [CH2:26]([N:10]1[C:9]2[N:8]=[C:7]([CH2:6][C:5]3[CH:4]=[CH:3][C:2]([NH:1][S:41]([C:35]4[CH:36]=[C:37]([CH3:40])[CH:38]=[CH:39][C:34]=4[O:33][CH3:32])(=[O:43])=[O:42])=[CH:31][CH:30]=3)[NH:15][C:14]=2[C:13](=[O:16])[N:12]([CH2:17][C:18]2[CH:23]=[CH:22][CH:21]=[CH:20][C:19]=2[F:24])[C:11]1=[O:25])[CH2:27][CH2:28][CH3:29]. (4) Given the reactants [N+:1]([CH:4]1[CH2:9][C:8]([CH:10]=O)=[CH:7][CH2:6][CH2:5]1)([O-:3])=[O:2].C(O)(=O)[CH2:13][C:14]([OH:16])=[O:15].Cl, predict the reaction product. The product is: [N+:1]([CH:4]1[CH2:9][C:8]([CH:10]=[CH:13][C:14]([OH:16])=[O:15])=[CH:7][CH2:6][CH2:5]1)([O-:3])=[O:2].